From a dataset of Forward reaction prediction with 1.9M reactions from USPTO patents (1976-2016). Predict the product of the given reaction. (1) Given the reactants O.[OH-].[Li+].[CH3:4][O:5][C:6]1[CH:11]=[CH:10][C:9]([C:12]2[CH:17]=[CH:16][N:15]=[C:14]([C:18]([O:20]C)=[O:19])[CH:13]=2)=[CH:8][C:7]=1[CH:22]1[C:35]2[C:34](=[O:36])[CH2:33][C:32]([CH3:38])([CH3:37])[CH2:31][C:30]=2[O:29][C:28]2[CH2:27][C:26]([CH3:40])([CH3:39])[CH2:25][C:24](=[O:41])[C:23]1=2, predict the reaction product. The product is: [CH3:4][O:5][C:6]1[CH:11]=[CH:10][C:9]([C:12]2[CH:17]=[CH:16][N:15]=[C:14]([C:18]([OH:20])=[O:19])[CH:13]=2)=[CH:8][C:7]=1[CH:22]1[C:35]2[C:34](=[O:36])[CH2:33][C:32]([CH3:37])([CH3:38])[CH2:31][C:30]=2[O:29][C:28]2[CH2:27][C:26]([CH3:40])([CH3:39])[CH2:25][C:24](=[O:41])[C:23]1=2. (2) Given the reactants [F:1][C:2]1[CH:3]=[C:4]([CH:11]=[CH:12][N:13]=1)[C:5](N(OC)C)=[O:6].CON(C)C(=O)C1C=CN=CC=1.ClC1C(C2C=CC=CC=2)=C(Cl)C2C(=CC=C(C([C:52]3[N:56]([CH3:57])[CH:55]=[N:54][CH:53]=3)(C3C=CN=CC=3)O)C=2)N=1, predict the reaction product. The product is: [F:1][C:2]1[CH:3]=[C:4]([C:5]([C:55]2[N:56]([CH3:57])[CH:52]=[CH:53][N:54]=2)=[O:6])[CH:11]=[CH:12][N:13]=1.